Task: Predict the reactants needed to synthesize the given product.. Dataset: Full USPTO retrosynthesis dataset with 1.9M reactions from patents (1976-2016) (1) Given the product [CH3:16][C:17]1[CH:18]=[C:19]([CH3:20])[N:15]([C:2]2[N:7]=[C:6]([C:8]3[O:9][CH:10]=[CH:11][CH:12]=3)[N:5]=[C:4]([NH2:13])[CH:3]=2)[N:14]=1, predict the reactants needed to synthesize it. The reactants are: Cl[C:2]1[N:7]=[C:6]([C:8]2[O:9][CH:10]=[CH:11][CH:12]=2)[N:5]=[C:4]([NH2:13])[CH:3]=1.[NH2:14][NH2:15].[CH3:16][C:17](=O)[CH2:18][C:19](=O)[CH3:20]. (2) Given the product [CH:43]1([CH2:42][O:41][C:38]2[CH:37]=[CH:36][C:35]([C:15]3[C:14]4[C:18](=[CH:19][CH:20]=[C:12]([O:11][CH2:10][C:9]([OH:46])=[O:8])[CH:13]=4)[N:17]([CH2:21][C:22]4[CH:27]=[CH:26][CH:25]=[C:24]([O:28][CH3:29])[CH:23]=4)[C:16]=3[C:30]([O:32][CH2:33][CH3:34])=[O:31])=[CH:40][CH:39]=2)[CH2:44][CH2:45]1, predict the reactants needed to synthesize it. The reactants are: C(O)=O.C([O:8][C:9](=[O:46])[CH2:10][O:11][C:12]1[CH:13]=[C:14]2[C:18](=[CH:19][CH:20]=1)[N:17]([CH2:21][C:22]1[CH:27]=[CH:26][CH:25]=[C:24]([O:28][CH3:29])[CH:23]=1)[C:16]([C:30]([O:32][CH2:33][CH3:34])=[O:31])=[C:15]2[C:35]1[CH:40]=[CH:39][C:38]([O:41][CH2:42][CH:43]2[CH2:45][CH2:44]2)=[CH:37][CH:36]=1)(C)(C)C.